From a dataset of Reaction yield outcomes from USPTO patents with 853,638 reactions. Predict the reaction yield, written as a fraction of the theoretical maximum amount of product (1.0 means a 100% yield; for example, 0.34 means a 34% yield). (1) The reactants are [CH2:1]([N:8]1[CH2:13][CH2:12][C:11](=[O:14])[CH:10]([CH3:15])[CH2:9]1)[C:2]1[CH:7]=[CH:6][CH:5]=[CH:4][CH:3]=1.[CH3:16][Si](C)(C)[N-][Si](C)(C)C.[Li+].IC. The catalyst is C1COCC1. The product is [CH2:1]([N:8]1[CH2:13][CH:12]([CH3:16])[C:11](=[O:14])[CH:10]([CH3:15])[CH2:9]1)[C:2]1[CH:3]=[CH:4][CH:5]=[CH:6][CH:7]=1. The yield is 0.315. (2) The reactants are [CH3:1][O:2][C:3]([C:5]1[CH:13]=[C:12]2[C:8]([CH:9]=[CH:10][NH:11]2)=[CH:7][CH:6]=1)=[O:4].[CH:14]1([CH2:20]Br)[CH2:19][CH2:18][CH2:17][CH2:16][CH2:15]1.[H-].[Na+]. The catalyst is CN(C=O)C.O.C(OCC)(=O)C. The product is [CH3:1][O:2][C:3]([C:5]1[CH:13]=[C:12]2[C:8]([CH:9]=[CH:10][N:11]2[CH2:20][CH:14]2[CH2:19][CH2:18][CH2:17][CH2:16][CH2:15]2)=[CH:7][CH:6]=1)=[O:4]. The yield is 0.740. (3) The reactants are [N:1]1[CH:6]=[CH:5][CH:4]=[C:3]([O:7][CH2:8][C:9]([NH:11][CH:12]2[CH2:17][CH2:16][N:15](C(OC(C)(C)C)=O)[CH2:14][CH2:13]2)=[O:10])[CH:2]=1.C(O)(C(F)(F)F)=O. The catalyst is C(Cl)Cl. The product is [NH:15]1[CH2:16][CH2:17][CH:12]([NH:11][C:9](=[O:10])[CH2:8][O:7][C:3]2[CH:2]=[N:1][CH:6]=[CH:5][CH:4]=2)[CH2:13][CH2:14]1. The yield is 0.650. (4) The reactants are Br[C:2]1[NH:3][C:4]2[C:9]([C:10]=1[CH:11]=[O:12])=[CH:8][C:7]([O:13][CH3:14])=[CH:6][C:5]=2[F:15].[CH3:16][N:17]1[C:21]([CH3:22])=[C:20](B2OC(C)(C)C(C)(C)O2)[C:19]([CH3:32])=[N:18]1.C1(P(C2C=CC=CC=2)C2C=CC=CC=2)C=CC=CC=1.P([O-])([O-])([O-])=O.[K+].[K+].[K+]. The catalyst is O.C(O[Pd]OC(=O)C)(=O)C.COCCOC. The product is [F:15][C:5]1[CH:6]=[C:7]([O:13][CH3:14])[CH:8]=[C:9]2[C:4]=1[NH:3][C:2]([C:20]1[C:19]([CH3:32])=[N:18][N:17]([CH3:16])[C:21]=1[CH3:22])=[C:10]2[CH:11]=[O:12]. The yield is 0.750.